Dataset: Full USPTO retrosynthesis dataset with 1.9M reactions from patents (1976-2016). Task: Predict the reactants needed to synthesize the given product. The reactants are: C[O:2][C:3](=O)[CH2:4][C:5]1[C:6]([N+:18]([O-:20])=[O:19])=[N:7][CH:8]=[C:9]([N:11]2[CH2:16][CH2:15][N:14]([CH3:17])[CH2:13][CH2:12]2)[CH:10]=1.[NH4+:22].[OH-]. Given the product [CH3:17][N:14]1[CH2:15][CH2:16][N:11]([C:9]2[CH:10]=[C:5]([CH2:4][C:3]([NH2:22])=[O:2])[C:6]([N+:18]([O-:20])=[O:19])=[N:7][CH:8]=2)[CH2:12][CH2:13]1, predict the reactants needed to synthesize it.